This data is from Full USPTO retrosynthesis dataset with 1.9M reactions from patents (1976-2016). The task is: Predict the reactants needed to synthesize the given product. (1) Given the product [N:19]1([C:24]2[CH:25]=[C:26]3[C:31](=[CH:32][CH:33]=2)[CH2:30][CH:29]([N:5]2[CH2:6][CH2:7][N:2]([CH2:8][CH2:9][C:10]4[CH:18]=[CH:17][C:13]5=[N:14][O:15][N:16]=[C:12]5[CH:11]=4)[CH2:3][CH2:4]2)[CH2:28][CH2:27]3)[CH:23]=[N:22][N:21]=[N:20]1, predict the reactants needed to synthesize it. The reactants are: Cl.[N:2]1([CH2:8][CH2:9][C:10]2[CH:18]=[CH:17][C:13]3=[N:14][O:15][N:16]=[C:12]3[CH:11]=2)[CH2:7][CH2:6][NH:5][CH2:4][CH2:3]1.[N:19]1([C:24]2[CH:25]=[C:26]3[C:31](=[CH:32][CH:33]=2)[CH2:30][C:29](=O)[CH2:28][CH2:27]3)[CH:23]=[N:22][N:21]=[N:20]1.C([BH3-])#N.[Na+]. (2) Given the product [Cl:1][C:2]1[N:3]=[C:4]([N:11]2[CH2:16][CH2:15][CH:14]([CH:17]=[O:18])[CH2:13][CH2:12]2)[C:5]2[O:10][CH:9]=[CH:8][C:6]=2[N:7]=1, predict the reactants needed to synthesize it. The reactants are: [Cl:1][C:2]1[N:3]=[C:4]([N:11]2[CH2:16][CH2:15][CH:14]([CH2:17][OH:18])[CH2:13][CH2:12]2)[C:5]2[O:10][CH:9]=[CH:8][C:6]=2[N:7]=1.ClC1N=C(Cl)C2OC=CC=2N=1.N1CCC(CO)CC1.CC(OI1(OC(C)=O)(OC(C)=O)OC(=O)C2C=CC=CC1=2)=O. (3) The reactants are: [N:1]1[CH:6]=[CH:5][C:4]([CH2:7]Cl)=[CH:3][CH:2]=1.Cl.[CH3:10][NH:11][CH:12]=[O:13].[H-].[Na+]. Given the product [CH3:10][N:11]([CH2:7][C:4]1[CH:5]=[CH:6][N:1]=[CH:2][CH:3]=1)[CH:12]=[O:13], predict the reactants needed to synthesize it. (4) Given the product [CH2:16]([O:23][C:24]([N:26]1[CH2:32][C@@H:31]([OH:33])[C@H:30]([NH:34][C:9]([O:11][C:12]([CH3:13])([CH3:14])[CH3:15])=[O:10])[CH2:29][CH2:28][C@H:27]1[CH3:35])=[O:25])[C:17]1[CH:18]=[CH:19][CH:20]=[CH:21][CH:22]=1, predict the reactants needed to synthesize it. The reactants are: [CH3:13][C:12]([O:11][C:9](O[C:9]([O:11][C:12]([CH3:15])([CH3:14])[CH3:13])=[O:10])=[O:10])([CH3:15])[CH3:14].[CH2:16]([O:23][C:24]([N:26]1[CH2:32][C@@H:31]([OH:33])[C@H:30]([NH2:34])[CH2:29][CH2:28][C@H:27]1[CH3:35])=[O:25])[C:17]1[CH:22]=[CH:21][CH:20]=[CH:19][CH:18]=1.C(N(CC)CC)C. (5) Given the product [CH3:1][O:2][C:3]1[CH:4]=[CH:5][C:6]([N:9]2[C:13]([C:14]3[CH:19]=[CH:18][C:17]([O:20][CH3:21])=[CH:16][CH:15]=3)=[N:12][C:11]([S:22]([CH3:24])(=[O:33])=[O:23])=[N:10]2)=[CH:7][CH:8]=1, predict the reactants needed to synthesize it. The reactants are: [CH3:1][O:2][C:3]1[CH:8]=[CH:7][C:6]([N:9]2[C:13]([C:14]3[CH:19]=[CH:18][C:17]([O:20][CH3:21])=[CH:16][CH:15]=3)=[N:12][C:11]([S:22]([CH3:24])=[O:23])=[N:10]2)=[CH:5][CH:4]=1.ClC1C=CC=C(C(OO)=[O:33])C=1.C(=O)(O)[O-].[Na+]. (6) Given the product [CH3:1][N:2]([S:11]([C:14]1[CH:19]=[CH:18][C:17]([NH:20][CH2:21][C:22]#[CH:23])=[CH:16][CH:15]=1)(=[O:13])=[O:12])[CH2:3][C:4]([OH:6])=[O:5], predict the reactants needed to synthesize it. The reactants are: [CH3:1][N:2]([S:11]([C:14]1[CH:19]=[CH:18][C:17]([NH:20][CH2:21][C:22]#[CH:23])=[CH:16][CH:15]=1)(=[O:13])=[O:12])[CH2:3][C:4]([O:6]C(C)(C)C)=[O:5].FC(F)(F)C(O)=O.